From a dataset of Full USPTO retrosynthesis dataset with 1.9M reactions from patents (1976-2016). Predict the reactants needed to synthesize the given product. (1) Given the product [C:1]([C:3]1[C:4]([C:25]2[CH:30]=[CH:29][C:28]([O:31][C:36]3[CH:37]=[CH:38][C:33]([F:32])=[CH:34][CH:35]=3)=[CH:27][CH:26]=2)=[N:5][N:6]2[CH:11]([C:12]3[CH:17]=[CH:16][CH:15]=[CH:14][C:13]=3[NH:18][C:19](=[O:24])[C:20]([F:22])([F:21])[F:23])[CH2:10][CH2:9][NH:8][C:7]=12)#[N:2], predict the reactants needed to synthesize it. The reactants are: [C:1]([C:3]1[C:4]([C:25]2[CH:30]=[CH:29][C:28]([OH:31])=[CH:27][CH:26]=2)=[N:5][N:6]2[CH:11]([C:12]3[CH:17]=[CH:16][CH:15]=[CH:14][C:13]=3[NH:18][C:19](=[O:24])[C:20]([F:23])([F:22])[F:21])[CH2:10][CH2:9][NH:8][C:7]=12)#[N:2].[F:32][C:33]1[CH:38]=[CH:37][C:36](B(O)O)=[CH:35][CH:34]=1. (2) Given the product [Br:15][C:16]1[CH:17]=[C:18]([CH:22]([CH2:26][CH:27]([CH3:29])[CH3:28])[C:23]([NH:14][C:11]2[CH:12]=[CH:13][C:8]([C:6]3[CH:5]=[CH:4][N:3]=[C:2]([CH3:1])[CH:7]=3)=[CH:9][CH:10]=2)=[O:24])[CH:19]=[CH:20][CH:21]=1, predict the reactants needed to synthesize it. The reactants are: [CH3:1][C:2]1[CH:7]=[C:6]([C:8]2[CH:13]=[CH:12][C:11]([NH2:14])=[CH:10][CH:9]=2)[CH:5]=[CH:4][N:3]=1.[Br:15][C:16]1[CH:17]=[C:18]([CH:22]([CH2:26][CH:27]([CH3:29])[CH3:28])[C:23](O)=[O:24])[CH:19]=[CH:20][CH:21]=1.C1CN([P+](ON2N=NC3C=CC=CC2=3)(N2CCCC2)N2CCCC2)CC1.F[P-](F)(F)(F)(F)F.C(N(C(C)C)CC)(C)C. (3) The reactants are: [CH2:1]([C:8]1[CH:9]=[C:10](Br)[C:11]2[O:16][CH2:15][C:14](=[O:17])[NH:13][C:12]=2[CH:18]=1)[C:2]1[CH:7]=[CH:6][CH:5]=[CH:4][CH:3]=1.[C:20]([O-])(=[O:22])[CH3:21].[Tl+].C1(P(C2C=CC=CC=2)CCCP(C2C=CC=CC=2)C2C=CC=CC=2)C=CC=CC=1.C(N(CC)CC)C.C(OCCCC)=C. Given the product [C:20]([C:10]1[C:11]2[O:16][CH2:15][C:14](=[O:17])[NH:13][C:12]=2[CH:18]=[C:8]([CH2:1][C:2]2[CH:7]=[CH:6][CH:5]=[CH:4][CH:3]=2)[CH:9]=1)(=[O:22])[CH3:21], predict the reactants needed to synthesize it. (4) Given the product [Cl:1][C:2]1[CH:3]=[C:4]([C:12]2[S:16][N:15]=[C:14]([C:17]3[C:18]([O:36][CH3:37])=[C:19]([CH2:23][CH2:24][N:25]4[CH2:26][CH2:27][CH:28]([C:31]([OH:33])=[O:32])[CH2:29][CH2:30]4)[CH:20]=[CH:21][CH:22]=3)[N:13]=2)[CH:5]=[CH:6][C:7]=1[O:8][CH:9]([CH3:10])[CH3:11], predict the reactants needed to synthesize it. The reactants are: [Cl:1][C:2]1[CH:3]=[C:4]([C:12]2[S:16][N:15]=[C:14]([C:17]3[C:18]([O:36][CH3:37])=[C:19]([CH2:23][CH2:24][N:25]4[CH2:30][CH2:29][CH:28]([C:31]([O:33]CC)=[O:32])[CH2:27][CH2:26]4)[CH:20]=[CH:21][CH:22]=3)[N:13]=2)[CH:5]=[CH:6][C:7]=1[O:8][CH:9]([CH3:11])[CH3:10].[OH-].[Na+].Cl. (5) Given the product [Br:1][C:2]1[CH:3]=[CH:4][C:5]([F:9])=[C:6]([O:8][CH2:20][CH2:19][CH:18]=[CH2:17])[CH:7]=1, predict the reactants needed to synthesize it. The reactants are: [Br:1][C:2]1[CH:3]=[CH:4][C:5]([F:9])=[C:6]([OH:8])[CH:7]=1.C([O-])([O-])=O.[Cs+].[Cs+].Br[CH2:17][CH2:18][CH:19]=[CH2:20].